This data is from Full USPTO retrosynthesis dataset with 1.9M reactions from patents (1976-2016). The task is: Predict the reactants needed to synthesize the given product. (1) Given the product [C:1]1([CH:7]2[CH2:11][CH2:10][N:9]([C:12](=[O:17])[CH2:13][CH2:14][CH2:15][CH3:16])[CH2:8]2)[CH:6]=[CH:5][CH:4]=[CH:3][CH:2]=1, predict the reactants needed to synthesize it. The reactants are: [C:1]1([CH:7]2[CH2:11][CH2:10][NH:9][CH2:8]2)[CH:6]=[CH:5][CH:4]=[CH:3][CH:2]=1.[C:12](Cl)(=[O:17])[CH2:13][CH2:14][CH2:15][CH3:16].C(N(CC)CC)C. (2) Given the product [Cl:1][C:2]1[CH:10]=[C:9]2[C:5]([C:6]([Sn:23]([CH2:24][CH2:25][CH2:26][CH3:27])([CH2:28][CH2:29][CH2:30][CH3:31])[CH2:19][CH2:20][CH2:21][CH3:22])=[N:7][NH:8]2)=[CH:4][CH:3]=1, predict the reactants needed to synthesize it. The reactants are: [Cl:1][C:2]1[CH:10]=[C:9]2[C:5]([C:6](I)=[N:7][NH:8]2)=[CH:4][CH:3]=1.[H-].[Na+].C([Mg]Cl)(C)C.[CH2:19]([Sn:23](Cl)([CH2:28][CH2:29][CH2:30][CH3:31])[CH2:24][CH2:25][CH2:26][CH3:27])[CH2:20][CH2:21][CH3:22]. (3) Given the product [CH3:26][N:27]1[CH2:32][CH2:31][N:30]([CH2:33][C:34]2[N:39]=[CH:38][C:37]([NH:40][C:23]([C:16]3[C:17]4[N:18]=[CH:19][CH:20]=[N:21][C:22]=4[C:13]([C:3]4[C:2]([F:1])=[C:7]([O:8][CH3:9])[CH:6]=[C:5]([O:10][CH3:11])[C:4]=4[F:12])=[CH:14][CH:15]=3)=[O:25])=[CH:36][CH:35]=2)[CH2:29][CH2:28]1, predict the reactants needed to synthesize it. The reactants are: [F:1][C:2]1[C:7]([O:8][CH3:9])=[CH:6][C:5]([O:10][CH3:11])=[C:4]([F:12])[C:3]=1[C:13]1[C:22]2[N:21]=[CH:20][CH:19]=[N:18][C:17]=2[C:16]([C:23]([OH:25])=O)=[CH:15][CH:14]=1.[CH3:26][N:27]1[CH2:32][CH2:31][N:30]([CH2:33][C:34]2[N:39]=[CH:38][C:37]([NH2:40])=[CH:36][CH:35]=2)[CH2:29][CH2:28]1. (4) Given the product [O:1]=[C:2]1[N:8]([CH:9]2[CH2:14][CH2:13][N:12]([C:15]([O:17][C@@H:18]([C:34]([OH:36])=[O:35])[CH2:19][C:20]3[CH:25]=[CH:24][C:23]([OH:26])=[CH:22][CH:21]=3)=[O:16])[CH2:11][CH2:10]2)[CH2:7][CH2:6][C:5]2[CH:37]=[CH:38][CH:39]=[CH:40][C:4]=2[NH:3]1, predict the reactants needed to synthesize it. The reactants are: [O:1]=[C:2]1[N:8]([CH:9]2[CH2:14][CH2:13][N:12]([C:15]([O:17][C@@H:18]([C:34]([OH:36])=[O:35])[CH2:19][C:20]3[CH:25]=[CH:24][C:23]([O:26]CC4C=CC=CC=4)=[CH:22][CH:21]=3)=[O:16])[CH2:11][CH2:10]2)[CH2:7][CH2:6][C:5]2[CH:37]=[CH:38][CH:39]=[CH:40][C:4]=2[NH:3]1.C(N(CC)CC)C. (5) The reactants are: Cl[C:2]1[CH:3]=[C:4]([CH2:21][N:22]2[CH2:27][CH2:26][O:25][CH2:24][CH2:23]2)[C:5]2[N:6]([C:8]([CH2:12][C:13]3[CH:18]=[CH:17][C:16]([Cl:19])=[CH:15][C:14]=3[F:20])=[C:9]([CH3:11])[N:10]=2)[N:7]=1.[CH3:28][O:29][C:30]1[CH:43]=[CH:42][C:33]([CH2:34][N:35]2[C:39]([CH3:40])=[CH:38][C:37]([NH2:41])=[N:36]2)=[CH:32][CH:31]=1.C(=O)([O-])[O-].[K+].[K+].C1(P(C2C=CC=CC=2)C2C3OC4C(=CC=CC=4P(C4C=CC=CC=4)C4C=CC=CC=4)C(C)(C)C=3C=CC=2)C=CC=CC=1. Given the product [Cl:19][C:16]1[CH:17]=[CH:18][C:13]([CH2:12][C:8]2[N:6]3[N:7]=[C:2]([NH:41][C:37]4[CH:38]=[C:39]([CH3:40])[N:35]([CH2:34][C:33]5[CH:42]=[CH:43][C:30]([O:29][CH3:28])=[CH:31][CH:32]=5)[N:36]=4)[CH:3]=[C:4]([CH2:21][N:22]4[CH2:23][CH2:24][O:25][CH2:26][CH2:27]4)[C:5]3=[N:10][C:9]=2[CH3:11])=[C:14]([F:20])[CH:15]=1, predict the reactants needed to synthesize it. (6) Given the product [F:15][C:10]1[CH:11]=[C:12]2[C:7]([CH:6]=[CH:5][C:4]([N+:1]([O-:3])=[O:2])=[CH:13]2)=[CH:8][CH:9]=1, predict the reactants needed to synthesize it. The reactants are: [N+:1]([C:4]1[CH:13]=[C:12]2[C:7]([CH:8]=[CH:9][C:10](N)=[CH:11]2)=[CH:6][CH:5]=1)([O-:3])=[O:2].[F:15][B-](F)(F)F.N#[O+]. (7) Given the product [CH2:24]([N:15]([CH2:13][CH3:14])[C:16](=[O:23])[C:17]1[C:22]([C:30](=[O:26])[C:29]2[CH:6]=[N:9][CH:10]=[CH:27][CH:28]=2)=[CH:21][CH:20]=[CH:19][N:18]=1)[CH3:25], predict the reactants needed to synthesize it. The reactants are: C([Li])CCC.[CH:6]([NH:9][CH:10](C)C)(C)C.[CH2:13]([N:15]([CH2:24][CH3:25])[C:16](=[O:23])[C:17]1[CH:22]=[CH:21][CH:20]=[CH:19][N:18]=1)[CH3:14].[O:26]1[CH2:30][CH2:29][CH2:28][CH2:27]1.